Dataset: Catalyst prediction with 721,799 reactions and 888 catalyst types from USPTO. Task: Predict which catalyst facilitates the given reaction. (1) Reactant: [CH3:1][NH:2][C:3]1[N:8]=[C:7]([NH:9][C:10]2[CH:15]=[CH:14][C:13]([N:16]3[CH2:21][CH2:20][N:19]([CH3:22])[CH2:18][CH2:17]3)=[CH:12][CH:11]=2)[N:6]=[CH:5][N:4]=1.[Cl:23][C:24]1[C:29]([O:30][CH3:31])=[CH:28][C:27]([O:32][CH3:33])=[C:26]([Cl:34])[C:25]=1[N:35]=[C:36]=[O:37].C([O-])(O)=O.[Na+]. Product: [Cl:23][C:24]1[C:29]([O:30][CH3:31])=[CH:28][C:27]([O:32][CH3:33])=[C:26]([Cl:34])[C:25]=1[NH:35][C:36](=[O:37])[N:2]([CH3:1])[C:3]1[N:8]=[C:7]([NH:9][C:10]2[CH:11]=[CH:12][C:13]([N:16]3[CH2:17][CH2:18][N:19]([CH3:22])[CH2:20][CH2:21]3)=[CH:14][CH:15]=2)[N:6]=[CH:5][N:4]=1. The catalyst class is: 308. (2) Reactant: Br[C:2]1[CH:7]=[CH:6][CH:5]=[CH:4][C:3]=1[CH2:8][N:9]1[C:14](=[O:15])[C:13]([C:16]([NH:18][CH2:19][C:20]([OH:22])=[O:21])=[O:17])=[C:12]([OH:23])[C:11]([CH:24]([CH3:26])[CH3:25])=[N:10]1.[F:27][C:28]([F:39])([F:38])[C:29]1[CH:34]=[CH:33][C:32](B(O)O)=[CH:31][CH:30]=1.C(=O)([O-])[O-].[K+].[K+].Cl. Product: [OH:23][C:12]1[C:11]([CH:24]([CH3:26])[CH3:25])=[N:10][N:9]([CH2:8][C:3]2[CH:4]=[CH:5][CH:6]=[CH:7][C:2]=2[C:32]2[CH:33]=[CH:34][C:29]([C:28]([F:39])([F:38])[F:27])=[CH:30][CH:31]=2)[C:14](=[O:15])[C:13]=1[C:16]([NH:18][CH2:19][C:20]([OH:22])=[O:21])=[O:17]. The catalyst class is: 70. (3) Reactant: [I:1]I.[Br:3][C:4]1[CH:5]=[C:6]([C:9]([NH:16][C:17]([NH:19][C:20](=[O:36])[O:21][CH2:22][CH:23]2[C:35]3[CH:34]=[CH:33][CH:32]=[CH:31][C:30]=3[C:29]3[C:24]2=[CH:25][CH:26]=[CH:27][CH:28]=3)=[S:18])([CH3:15])[CH2:10][C:11]([CH2:13][OH:14])=[CH2:12])[S:7][CH:8]=1. Product: [Br:3][C:4]1[CH:5]=[C:6]([C:9]2([CH3:15])[CH2:10][C:11]([CH2:13][OH:14])([CH2:12][I:1])[S:18][C:17]([NH:19][C:20](=[O:36])[O:21][CH2:22][CH:23]3[C:24]4[CH:25]=[CH:26][CH:27]=[CH:28][C:29]=4[C:30]4[C:35]3=[CH:34][CH:33]=[CH:32][CH:31]=4)=[N:16]2)[S:7][CH:8]=1. The catalyst class is: 49. (4) Reactant: [NH2:1][CH2:2][CH2:3][O:4][CH2:5][CH2:6][NH:7][C:8](=[O:14])[O:9][C:10]([CH3:13])([CH3:12])[CH3:11].[C:15](O)(=[O:22])[C:16]1[CH:21]=[CH:20][CH:19]=[N:18][CH:17]=1.CCN=C=NCCCN(C)C. Product: [C:15]([NH:1][CH2:2][CH2:3][O:4][CH2:5][CH2:6][NH:7][C:8](=[O:14])[O:9][C:10]([CH3:11])([CH3:13])[CH3:12])(=[O:22])[C:16]1[CH:21]=[CH:20][CH:19]=[N:18][CH:17]=1. The catalyst class is: 210. (5) Reactant: [Cl:1][C:2]1[C:10]2[N:9]=[C:8]([NH:11][C:12]3[C:17]([CH3:18])=[CH:16][C:15]([Cl:19])=[CH:14][C:13]=3[O:20][CH3:21])[N:7]([CH2:22][C:23](OC(C)C)=[O:24])[C:6]=2[C:5]([CH:29]([CH2:32][CH3:33])[CH2:30][CH3:31])=[CH:4][CH:3]=1.[BH4-].[Li+]. Product: [Cl:1][C:2]1[C:10]2[N:9]=[C:8]([NH:11][C:12]3[C:17]([CH3:18])=[CH:16][C:15]([Cl:19])=[CH:14][C:13]=3[O:20][CH3:21])[N:7]([CH2:22][CH2:23][OH:24])[C:6]=2[C:5]([CH:29]([CH2:32][CH3:33])[CH2:30][CH3:31])=[CH:4][CH:3]=1. The catalyst class is: 30. (6) Reactant: [CH3:1][C:2]1[NH:3][C:4](=[O:12])[C:5]2[C:10]([CH:11]=1)=[CH:9][CH:8]=[CH:7][CH:6]=2.[N+:13]([O-])([OH:15])=[O:14].O. Product: [CH3:1][C:2]1[NH:3][C:4](=[O:12])[C:5]2[C:10]([C:11]=1[N+:13]([O-:15])=[O:14])=[CH:9][CH:8]=[CH:7][CH:6]=2. The catalyst class is: 15.